From a dataset of Full USPTO retrosynthesis dataset with 1.9M reactions from patents (1976-2016). Predict the reactants needed to synthesize the given product. (1) Given the product [CH2:9]([C@H:10]([NH:14][C:15](=[O:24])[C:52]1[CH:44]=[CH:45][C:46]([NH:14][CH2:10][CH2:9][CH2:4][CH3:3])=[CH:50][CH:51]=1)[C@H:11]([OH:12])[CH2:13][NH:37][CH2:34][C:35]1[CH:30]=[CH:29][CH:28]=[C:27]([O:26][CH3:25])[CH:36]=1)[C:4]1[CH:3]=[CH:2][CH:7]=[CH:6][CH:5]=1, predict the reactants needed to synthesize it. The reactants are: F[C:2]1[CH:3]=[C:4]([CH2:9][C@H:10]([NH:14][C:15](=[O:24])OCC2C=CC=CC=2)[C@H:11]2[CH2:13][O:12]2)[CH:5]=[C:6](F)[CH:7]=1.[CH3:25][O:26][C:27]1[CH:36]=[C:35]2[C:30](CCC[CH:34]2[NH2:37])=[CH:29][CH:28]=1.C(N(CCC)C([C:44]1[CH:45]=[C:46]([CH:50]=[C:51](CC)[CH:52]=1)C(O)=O)=O)CC. (2) Given the product [CH2:6]([O:13][C:14]1[CH:19]=[CH:18][C:17]([CH2:20][C:21]2[CH:26]=[C:25]([C:27]3[C:28]([NH2:34])=[N:29][C:30]([CH3:33])=[CH:31][CH:32]=3)[O:23][N:22]=2)=[CH:16][CH:15]=1)[C:7]1[CH:12]=[CH:11][CH:10]=[CH:9][CH:8]=1, predict the reactants needed to synthesize it. The reactants are: O1CCCC1.[CH2:6]([O:13][C:14]1[CH:19]=[CH:18][C:17]([CH2:20][C:21](Cl)=[N:22][OH:23])=[CH:16][CH:15]=1)[C:7]1[CH:12]=[CH:11][CH:10]=[CH:9][CH:8]=1.[C:25]([C:27]1[C:28]([NH2:34])=[N:29][C:30]([CH3:33])=[CH:31][CH:32]=1)#[CH:26].C(N(CC)CC)C.